Dataset: Full USPTO retrosynthesis dataset with 1.9M reactions from patents (1976-2016). Task: Predict the reactants needed to synthesize the given product. (1) Given the product [F:1][C:2]1[CH:7]=[CH:6][C:5]([F:8])=[CH:4][C:3]=1[CH2:9][C:10]([Cl:15])=[O:12].[NH2:17]/[C:18](=[N:24]\[O:25][C:10](=[O:11])[CH2:9][C:3]1[CH:4]=[C:5]([F:8])[CH:6]=[CH:7][C:2]=1[F:1])/[C:19]([O:21][CH2:22][CH3:23])=[O:20], predict the reactants needed to synthesize it. The reactants are: [F:1][C:2]1[CH:7]=[CH:6][C:5]([F:8])=[CH:4][C:3]=1[CH2:9][C:10]([OH:12])=[O:11].S(Cl)([Cl:15])=O.[NH2:17]/[C:18](=[N:24]\[OH:25])/[C:19]([O:21][CH2:22][CH3:23])=[O:20].C(N(CC)C(C)C)(C)C. (2) The reactants are: C([N:8]([C@@H](C1C=CC=CC=1)C)[C@@H:9]1[CH2:13][CH2:12][CH2:11][C@:10]1([OH:18])[C:14]([O:16][CH3:17])=[O:15])C1C=CC=CC=1.C(O)=O. Given the product [NH2:8][C@@H:9]1[CH2:13][CH2:12][CH2:11][C@:10]1([OH:18])[C:14]([O:16][CH3:17])=[O:15], predict the reactants needed to synthesize it. (3) Given the product [Br:1][C:2]1[CH:3]=[C:4]([CH:8]([NH2:13])[C:9]([F:10])([F:11])[F:12])[CH:5]=[N:6][CH:7]=1, predict the reactants needed to synthesize it. The reactants are: [Br:1][C:2]1[CH:3]=[C:4]([CH:8]([NH:13]S(C(C)(C)C)=O)[C:9]([F:12])([F:11])[F:10])[CH:5]=[N:6][CH:7]=1.Cl.O1CCOCC1. (4) Given the product [OH:30][CH2:31][C@@H:32]1[CH2:36][CH2:35][CH2:34][N:33]1[CH2:2][CH2:3][CH2:4][CH2:5][O:6][CH2:7][C@H:8]1[CH2:13][CH2:12][C@H:11]([CH2:14][N:15]([CH3:29])[S:16]([C:19]2[CH:24]=[CH:23][C:22]([C:25]([F:28])([F:27])[F:26])=[CH:21][CH:20]=2)(=[O:18])=[O:17])[CH2:10][CH2:9]1, predict the reactants needed to synthesize it. The reactants are: Br[CH2:2][CH2:3][CH2:4][CH2:5][O:6][CH2:7][C@H:8]1[CH2:13][CH2:12][C@H:11]([CH2:14][N:15]([CH3:29])[S:16]([C:19]2[CH:24]=[CH:23][C:22]([C:25]([F:28])([F:27])[F:26])=[CH:21][CH:20]=2)(=[O:18])=[O:17])[CH2:10][CH2:9]1.[OH:30][CH2:31][C@@H:32]1[CH2:36][CH2:35][CH2:34][NH:33]1. (5) Given the product [CH3:14][C:12]1[CH:13]=[C:8]([CH3:7])[N:9]=[C:10]([O:15][C@H:16]2[C@:19]3([C:39]4[CH:44]=[CH:43][CH:42]=[C:41]([C:45]([F:48])([F:47])[F:46])[CH:40]=4)[C:20]4[CH:38]=[CH:37][CH:36]=[CH:35][C:21]=4[NH:22][C:23](=[O:25])[CH2:24][N:18]3[C:17]2=[O:49])[N:11]=1, predict the reactants needed to synthesize it. The reactants are: [N+]([O-])([O-])=O.[NH4+].[Ce].[CH3:7][C:8]1[CH:13]=[C:12]([CH3:14])[N:11]=[C:10]([O:15][C@H:16]2[C@:19]3([C:39]4[CH:44]=[CH:43][CH:42]=[C:41]([C:45]([F:48])([F:47])[F:46])[CH:40]=4)[C:20]4[CH:38]=[CH:37][CH:36]=[CH:35][C:21]=4[N:22](CC4C=CC(OC)=CC=4)[C:23](=[O:25])[CH2:24][N:18]3[C:17]2=[O:49])[N:9]=1. (6) The reactants are: [Na].[C:2]([O:10][CH2:11][CH3:12])(=[O:9])[CH2:3][C:4]([O:6][CH2:7][CH3:8])=[O:5].Cl.Cl[CH2:15][C:16]1[C:21]([CH2:22]Cl)=[CH:20][CH:19]=[CH:18][N:17]=1. Given the product [CH2:11]([O:10][C:2]([C:3]1([C:4]([O:6][CH2:7][CH3:8])=[O:5])[CH2:15][C:16]2[N:17]=[CH:18][CH:19]=[CH:20][C:21]=2[CH2:22]1)=[O:9])[CH3:12], predict the reactants needed to synthesize it. (7) Given the product [NH2:6][C:5]1[C:4]([CH3:10])=[CH:3][C:2]([C:19]2[CH2:24][CH2:23][N:22]([C:25]([O:27][C:28]([CH3:31])([CH3:30])[CH3:29])=[O:26])[CH2:21][CH:20]=2)=[C:8]([Cl:9])[CH:7]=1, predict the reactants needed to synthesize it. The reactants are: Br[C:2]1[C:8]([Cl:9])=[CH:7][C:5]([NH2:6])=[C:4]([CH3:10])[CH:3]=1.CC1(C)C(C)(C)OB([C:19]2[CH2:24][CH2:23][N:22]([C:25]([O:27][C:28]([CH3:31])([CH3:30])[CH3:29])=[O:26])[CH2:21][CH:20]=2)O1.C(=O)([O-])[O-].[Na+].[Na+]. (8) Given the product [C:3]([CH:5]([C:10]1[CH:15]=[CH:14][CH:13]=[CH:12][C:11]=1[N+:16]([O-:18])=[O:17])[C:6]([NH2:8])=[O:7])#[N:4], predict the reactants needed to synthesize it. The reactants are: [H-].[Na+].[C:3]([CH2:5][C:6]([NH2:8])=[O:7])#[N:4].F[C:10]1[CH:15]=[CH:14][CH:13]=[CH:12][C:11]=1[N+:16]([O-:18])=[O:17].Cl. (9) Given the product [CH2:26]([N:8]([CH2:9][C:10]1[CH:15]=[N:14][C:13]([C:16]([O:18][CH3:19])=[O:17])=[C:12]2[O:20][C:21]([CH3:25])([CH3:24])[O:22][CH2:23][C:11]=12)[C:5]1[CH:6]=[CH:7][C:2]([F:1])=[CH:3][CH:4]=1)[C:27]1[CH:32]=[CH:31][CH:30]=[CH:29][CH:28]=1, predict the reactants needed to synthesize it. The reactants are: [F:1][C:2]1[CH:7]=[CH:6][C:5]([NH:8][CH2:9][C:10]2[CH:15]=[N:14][C:13]([C:16]([O:18][CH3:19])=[O:17])=[C:12]3[O:20][C:21]([CH3:25])([CH3:24])[O:22][CH2:23][C:11]=23)=[CH:4][CH:3]=1.[CH:26](=O)[C:27]1[CH:32]=[CH:31][CH:30]=[CH:29][CH:28]=1.C([BH3-])#N.[Na+]. (10) Given the product [CH2:1]([C:3]1[CH:8]=[CH:7][C:6]([C@H:9]2[CH2:14][C@@H:13]([C:15]([F:16])([F:17])[F:18])[N:12]3[N:19]=[CH:20][C:21]([C:22]([NH:66][CH2:65][C:62]4[CH:63]=[N:64][C:59]([CH3:58])=[CH:60][CH:61]=4)=[O:24])=[C:11]3[NH:10]2)=[CH:5][CH:4]=1)[CH3:2], predict the reactants needed to synthesize it. The reactants are: [CH2:1]([C:3]1[CH:8]=[CH:7][C:6]([C@H:9]2[CH2:14][C@@H:13]([C:15]([F:18])([F:17])[F:16])[N:12]3[N:19]=[CH:20][C:21]([C:22]([OH:24])=O)=[C:11]3[NH:10]2)=[CH:5][CH:4]=1)[CH3:2].CN(C(ON1N=NC2C=CC=NC1=2)=[N+](C)C)C.F[P-](F)(F)(F)(F)F.C(N(CC)C(C)C)(C)C.[CH3:58][C:59]1[N:64]=[CH:63][C:62]([CH2:65][NH2:66])=[CH:61][CH:60]=1.